From a dataset of Full USPTO retrosynthesis dataset with 1.9M reactions from patents (1976-2016). Predict the reactants needed to synthesize the given product. (1) Given the product [F:41][C:42]([F:47])([F:46])[C:43]([OH:45])=[O:44].[Cl:19][C:15]1[C:14]([F:20])=[C:13]([CH:12]2[C:11]([C:23]3[CH:28]=[CH:27][C:26]([Cl:29])=[CH:25][C:24]=3[F:30])([C:21]#[N:22])[CH:10]([CH2:31][C:32]([CH3:40])([C:34]3[CH:39]=[CH:38][CH:37]=[CH:36][CH:35]=3)[CH3:33])[NH:9][CH:8]2[C:6]([OH:7])=[O:5])[CH:18]=[CH:17][CH:16]=1, predict the reactants needed to synthesize it. The reactants are: C([O:5][C:6]([CH:8]1[CH:12]([C:13]2[CH:18]=[CH:17][CH:16]=[C:15]([Cl:19])[C:14]=2[F:20])[C:11]([C:23]2[CH:28]=[CH:27][C:26]([Cl:29])=[CH:25][C:24]=2[F:30])([C:21]#[N:22])[CH:10]([CH2:31][C:32]([CH3:40])([C:34]2[CH:39]=[CH:38][CH:37]=[CH:36][CH:35]=2)[CH3:33])[NH:9]1)=[O:7])(C)(C)C.[F:41][C:42]([F:47])([F:46])[C:43]([OH:45])=[O:44]. (2) Given the product [NH2:28][C:23]1[N:24]([CH3:27])[C:25](=[O:26])[C@:10]2([N:22]=1)[C:9]1[CH:8]=[C:7]([C:41]3[C:36]([F:35])=[N:37][CH:38]=[CH:39][CH:40]=3)[C:16]([F:17])=[CH:15][C:14]=1[O:13][C@H:12]1[CH2:18][CH2:19][O:20][CH2:21][C@@H:11]21, predict the reactants needed to synthesize it. The reactants are: FC(F)(F)S(O[C:7]1[C:16]([F:17])=[CH:15][C:14]2[O:13][C@H:12]3[CH2:18][CH2:19][O:20][CH2:21][C@H:11]3[C@:10]3([C:25](=[O:26])[N:24]([CH3:27])[C:23](/[N:28]=C/N(C)C)=[N:22]3)[C:9]=2[CH:8]=1)(=O)=O.[F:35][C:36]1[C:41](B(O)O)=[CH:40][CH:39]=[CH:38][N:37]=1.